This data is from Full USPTO retrosynthesis dataset with 1.9M reactions from patents (1976-2016). The task is: Predict the reactants needed to synthesize the given product. (1) Given the product [Cl:1][C:2]1[CH:3]=[CH:4][C:5]([CH2:6][N:7]2[C:15]3[C:14](=[O:16])[N:13]([CH2:17][CH:18]([OH:21])[CH2:19][CH3:20])[C:12](=[O:22])[N:11]([CH3:23])[C:10]=3[N:9]=[C:8]2[O:24][C:25]2[CH:30]=[CH:29][CH:28]=[C:27]([O:31][C:32]([F:35])([F:33])[F:34])[CH:26]=2)=[CH:36][CH:37]=1, predict the reactants needed to synthesize it. The reactants are: [Cl:1][C:2]1[CH:37]=[CH:36][C:5]([CH2:6][N:7]2[C:15]3[C:14](=[O:16])[N:13]([CH2:17][C:18](=[O:21])[CH2:19][CH3:20])[C:12](=[O:22])[N:11]([CH3:23])[C:10]=3[N:9]=[C:8]2[O:24][C:25]2[CH:30]=[CH:29][CH:28]=[C:27]([O:31][C:32]([F:35])([F:34])[F:33])[CH:26]=2)=[CH:4][CH:3]=1.[BH4-].[Na+]. (2) Given the product [CH3:14][O:13][N:12]([CH3:11])[C:7]([C:2]1[CH:3]=[CH:4][CH:5]=[CH:6][N:1]=1)=[O:9], predict the reactants needed to synthesize it. The reactants are: [N:1]1[CH:6]=[CH:5][CH:4]=[CH:3][C:2]=1[C:7]([OH:9])=O.Cl.[CH3:11][NH:12][O:13][CH3:14].CCN=C=NCCCN(C)C.Cl.O.ON1C2C=CC=CC=2N=N1.C(N(CC)CC)C.C(=O)([O-])O.[Na+]. (3) Given the product [CH2:1]([O:8][C:9]1[CH:14]=[CH:13][N:12]([CH2:15][C:16]2[CH:21]=[CH:20][CH:19]=[C:18]([F:22])[CH:17]=2)[C:11](=[O:23])[C:10]=1[C:24]#[CH:25])[C:2]1[CH:7]=[CH:6][CH:5]=[CH:4][CH:3]=1, predict the reactants needed to synthesize it. The reactants are: [CH2:1]([O:8][C:9]1[CH:14]=[CH:13][N:12]([CH2:15][C:16]2[CH:21]=[CH:20][CH:19]=[C:18]([F:22])[CH:17]=2)[C:11](=[O:23])[C:10]=1[C:24]#[C:25][Si](C)(C)C)[C:2]1[CH:7]=[CH:6][CH:5]=[CH:4][CH:3]=1.C(OC1C=CN(CC2C=CC=C(F)C=2)C(=O)C=1I)C1C=CC=CC=1.C(N(CC)CC)C.